From a dataset of Reaction yield outcomes from USPTO patents with 853,638 reactions. Predict the reaction yield, written as a fraction of the theoretical maximum amount of product (1.0 means a 100% yield; for example, 0.34 means a 34% yield). (1) The reactants are [H-].[Na+].[Cl:3][C:4]1[CH:9]=[C:8](Cl)[CH:7]=[CH:6][N:5]=1.[CH3:11][C:12]1[N:17]=[C:16]([C:18]2[C:23]([OH:24])=[CH:22][CH:21]=[CH:20][N:19]=2)[CH:15]=[CH:14][CH:13]=1. The catalyst is CN(C=O)C. The product is [Cl:3][C:4]1[CH:9]=[C:8]([O:24][C:23]2[C:18]([C:16]3[CH:15]=[CH:14][CH:13]=[C:12]([CH3:11])[N:17]=3)=[N:19][CH:20]=[CH:21][CH:22]=2)[CH:7]=[CH:6][N:5]=1. The yield is 0.310. (2) No catalyst specified. The reactants are Br[CH2:2][C:3]1[CH:8]=[CH:7][C:6]([CH2:9][C:10]([OH:12])=O)=[CH:5][CH:4]=1.[NH3:13].CCO. The yield is 0.770. The product is [NH2:13][CH2:2][C:3]1[CH:8]=[CH:7][C:6]([CH2:9][CH2:10][OH:12])=[CH:5][CH:4]=1. (3) The reactants are [O:1]1[C:5]2[CH:6]=[CH:7][CH:8]=[CH:9][C:4]=2[C:3]([C:10](OCC)=[O:11])=[N:2]1.[H-].[Al+3].[Li+].[H-].[H-].[H-].CO. The catalyst is O1CCCC1. The product is [O:1]1[C:5]2[CH:6]=[CH:7][CH:8]=[CH:9][C:4]=2[C:3]([CH2:10][OH:11])=[N:2]1. The yield is 0.390. (4) The reactants are [Br:1][C:2]1[C:3]([CH3:14])=[N:4][N:5]([C:7]2[CH:12]=[CH:11][C:10]([NH2:13])=[CH:9][CH:8]=2)[CH:6]=1.[CH2:15]=O.C[O-].[Na+].[BH4-].[Na+].[OH-].[Na+]. The catalyst is CO. The product is [Br:1][C:2]1[C:3]([CH3:14])=[N:4][N:5]([C:7]2[CH:8]=[CH:9][C:10]([NH:13][CH3:15])=[CH:11][CH:12]=2)[CH:6]=1. The yield is 0.429. (5) The reactants are [N+:1]([C:4]1[CH:12]=[C:11]2[C:7]([CH:8]=[CH:9][NH:10]2)=[CH:6][CH:5]=1)([O-:3])=[O:2].[C:13]([O-])([O-])=O.[K+].[K+].CI.O. The catalyst is CN(C=O)C. The product is [CH3:13][N:10]1[C:11]2[C:7](=[CH:6][CH:5]=[C:4]([N+:1]([O-:3])=[O:2])[CH:12]=2)[CH:8]=[CH:9]1. The yield is 0.980. (6) The reactants are [C:1]([C:5]1[CH:6]=[C:7]2[C:11](=[CH:12][CH:13]=1)[C:10](=[O:14])[N:9]([C:15]1[C:16]([CH2:47][OH:48])=[C:17]([C:21]3[CH:22]=[C:23]([NH:29][C:30]4[N:35]=[CH:34][C:33]([CH:36]5[CH2:39][N:38](C(OC(C)(C)C)=O)[CH2:37]5)=[CH:32][CH:31]=4)[C:24](=[O:28])[N:25]([CH3:27])[CH:26]=3)[CH:18]=[CH:19][CH:20]=1)[CH2:8]2)([CH3:4])([CH3:3])[CH3:2].FC(F)(F)C(O)=O. The catalyst is C(Cl)Cl. The product is [NH:38]1[CH2:37][CH:36]([C:33]2[CH:32]=[CH:31][C:30]([NH:29][C:23]3[C:24](=[O:28])[N:25]([CH3:27])[CH:26]=[C:21]([C:17]4[C:16]([CH2:47][OH:48])=[C:15]([N:9]5[CH2:8][C:7]6[C:11](=[CH:12][CH:13]=[C:5]([C:1]([CH3:3])([CH3:4])[CH3:2])[CH:6]=6)[C:10]5=[O:14])[CH:20]=[CH:19][CH:18]=4)[CH:22]=3)=[N:35][CH:34]=2)[CH2:39]1. The yield is 0.250. (7) The reactants are C(OC([N:8]1[CH2:12][CH2:11][CH2:10][C@@H:9]1[CH2:13][O:14][C:15]1[CH:20]=[CH:19][C:18]([O:21][C:22]2[CH:27]=[CH:26][C:25]([CH3:28])=[CH:24][CH:23]=2)=[CH:17][CH:16]=1)=O)(C)(C)C.[ClH:29]. The catalyst is O1CCOCC1. The product is [ClH:29].[C:25]1([CH3:28])[CH:24]=[CH:23][C:22]([O:21][C:18]2[CH:19]=[CH:20][C:15]([O:14][CH2:13][C@H:9]3[CH2:10][CH2:11][CH2:12][NH:8]3)=[CH:16][CH:17]=2)=[CH:27][CH:26]=1. The yield is 0.670. (8) The reactants are [C:1]([OH:6])(=[O:5])[CH:2]([CH3:4])[OH:3].[C:7]1([CH3:17])[CH:12]=CC(S(O)(=O)=O)=C[CH:8]=1. The catalyst is CCCCC. The product is [CH3:4][CH:2]1[O:3][CH:8]([CH:7]([CH3:17])[CH3:12])[O:5][C:1]1=[O:6]. The yield is 0.825.